From a dataset of Catalyst prediction with 721,799 reactions and 888 catalyst types from USPTO. Predict which catalyst facilitates the given reaction. Reactant: [CH3:1][N:2]1[CH:6]=[C:5]([C:7]([OH:9])=O)[CH:4]=[N:3]1.C1C=CC2N(O)N=NC=2C=1.[NH:20]1[CH2:25][CH2:24][O:23][CH2:22][CH2:21]1. Product: [CH3:1][N:2]1[CH:6]=[C:5]([C:7]([N:20]2[CH2:25][CH2:24][O:23][CH2:22][CH2:21]2)=[O:9])[CH:4]=[N:3]1. The catalyst class is: 34.